Dataset: NCI-60 drug combinations with 297,098 pairs across 59 cell lines. Task: Regression. Given two drug SMILES strings and cell line genomic features, predict the synergy score measuring deviation from expected non-interaction effect. (1) Drug 1: C1=CN(C(=O)N=C1N)C2C(C(C(O2)CO)O)O.Cl. Drug 2: CC1C(C(CC(O1)OC2CC(CC3=C2C(=C4C(=C3O)C(=O)C5=CC=CC=C5C4=O)O)(C(=O)C)O)N)O. Cell line: RXF 393. Synergy scores: CSS=58.8, Synergy_ZIP=2.19, Synergy_Bliss=6.94, Synergy_Loewe=-17.9, Synergy_HSA=8.44. (2) Drug 1: CN1C2=C(C=C(C=C2)N(CCCl)CCCl)N=C1CCCC(=O)O.Cl. Drug 2: CC(C)(C#N)C1=CC(=CC(=C1)CN2C=NC=N2)C(C)(C)C#N. Cell line: MDA-MB-435. Synergy scores: CSS=-3.61, Synergy_ZIP=-1.73, Synergy_Bliss=-5.85, Synergy_Loewe=-8.15, Synergy_HSA=-6.85. (3) Drug 1: C1CCC(C1)C(CC#N)N2C=C(C=N2)C3=C4C=CNC4=NC=N3. Drug 2: CC(C)CN1C=NC2=C1C3=CC=CC=C3N=C2N. Cell line: KM12. Synergy scores: CSS=15.0, Synergy_ZIP=0.635, Synergy_Bliss=-3.34, Synergy_Loewe=-9.44, Synergy_HSA=-5.83. (4) Drug 1: C1=C(C(=O)NC(=O)N1)F. Drug 2: CC12CCC3C(C1CCC2O)C(CC4=C3C=CC(=C4)O)CCCCCCCCCS(=O)CCCC(C(F)(F)F)(F)F. Cell line: 786-0. Synergy scores: CSS=16.9, Synergy_ZIP=2.68, Synergy_Bliss=-1.02, Synergy_Loewe=-2.79, Synergy_HSA=-1.84. (5) Drug 1: CC1CCC2CC(C(=CC=CC=CC(CC(C(=O)C(C(C(=CC(C(=O)CC(OC(=O)C3CCCCN3C(=O)C(=O)C1(O2)O)C(C)CC4CCC(C(C4)OC)O)C)C)O)OC)C)C)C)OC. Drug 2: CN(CCCl)CCCl.Cl. Cell line: A498. Synergy scores: CSS=17.0, Synergy_ZIP=-4.99, Synergy_Bliss=1.02, Synergy_Loewe=-5.94, Synergy_HSA=0.218. (6) Cell line: NCI/ADR-RES. Drug 2: CCC1(C2=C(COC1=O)C(=O)N3CC4=CC5=C(C=CC(=C5CN(C)C)O)N=C4C3=C2)O.Cl. Drug 1: C1CN1C2=NC(=NC(=N2)N3CC3)N4CC4. Synergy scores: CSS=34.7, Synergy_ZIP=0.813, Synergy_Bliss=1.95, Synergy_Loewe=-3.38, Synergy_HSA=1.26. (7) Drug 1: CC=C1C(=O)NC(C(=O)OC2CC(=O)NC(C(=O)NC(CSSCCC=C2)C(=O)N1)C(C)C)C(C)C. Drug 2: C1=NC2=C(N1)C(=S)N=CN2. Cell line: HOP-62. Synergy scores: CSS=32.3, Synergy_ZIP=-2.79, Synergy_Bliss=-4.02, Synergy_Loewe=-1.46, Synergy_HSA=-1.79.